From a dataset of Full USPTO retrosynthesis dataset with 1.9M reactions from patents (1976-2016). Predict the reactants needed to synthesize the given product. (1) Given the product [Cl:1][C:2]1[CH:7]=[CH:6][C:5]([N:8]2[CH2:9][CH2:10][N:11]([C:14](=[O:28])[CH2:15][N:16]3[C:20]4[CH:21]=[CH:22][C:23]([C:25]([NH:31][OH:32])=[NH:26])=[CH:24][C:19]=4[O:18][C:17]3=[O:27])[CH2:12][CH2:13]2)=[CH:4][C:3]=1[O:29][CH3:30], predict the reactants needed to synthesize it. The reactants are: [Cl:1][C:2]1[CH:7]=[CH:6][C:5]([N:8]2[CH2:13][CH2:12][N:11]([C:14](=[O:28])[CH2:15][N:16]3[C:20]4[CH:21]=[CH:22][C:23]([C:25]#[N:26])=[CH:24][C:19]=4[O:18][C:17]3=[O:27])[CH2:10][CH2:9]2)=[CH:4][C:3]=1[O:29][CH3:30].[NH2:31][OH:32].Cl. (2) Given the product [CH3:28][O:15][C:12](=[O:13])[C:2]1[CH:1]=[CH:25][CH:20]=[C:21]([CH2:22][NH2:24])[C:3]=1[CH3:4], predict the reactants needed to synthesize it. The reactants are: [CH3:1][C:2]1C(C)=CC=C[C:3]=1[C:4](O)=O.[C:12]([O-:15])([O-])=[O:13].[Cs+].[Cs+].CI.[CH2:20]1[C:25](=O)[N:24](Br)[C:22](=O)[CH2:21]1.[CH3:28]C(N=NC(C#N)(C)C)(C#N)C.[N-]=[N+]=[N-].[Na+].Cl.